Regression/Classification. Given a drug SMILES string, predict its absorption, distribution, metabolism, or excretion properties. Task type varies by dataset: regression for continuous measurements (e.g., permeability, clearance, half-life) or binary classification for categorical outcomes (e.g., BBB penetration, CYP inhibition). For this dataset (solubility_aqsoldb), we predict Y. From a dataset of Aqueous solubility values for 9,982 compounds from the AqSolDB database. (1) The drug is CC(C)(C)CC(C)(C)c1ccc(O)cc1. The Y is -4.47 log mol/L. (2) The molecule is CCC(=O)O[C@H]1CC[C@H]2[C@@H]3CCC4=CC(=O)CC[C@]4(C)[C@H]3CC[C@]12C. The Y is -5.37 log mol/L. (3) The drug is ClCCBr. The Y is -1.32 log mol/L. (4) The drug is C=CCOC(C)=O. The Y is -0.553 log mol/L.